The task is: Predict the reactants needed to synthesize the given product.. This data is from Full USPTO retrosynthesis dataset with 1.9M reactions from patents (1976-2016). (1) Given the product [F:1][C:2]1[CH:3]=[CH:4][C:5]([C:8]2[NH:9][CH:10]=[C:11]([CH:19]=[O:20])[C:12]=2[C:13]2[CH:18]=[CH:17][N:16]=[CH:15][CH:14]=2)=[CH:6][CH:7]=1, predict the reactants needed to synthesize it. The reactants are: [F:1][C:2]1[CH:7]=[CH:6][C:5]([C:8]2[NH:9][CH:10]=[C:11]([CH2:19][OH:20])[C:12]=2[C:13]2[CH:18]=[CH:17][N:16]=[CH:15][CH:14]=2)=[CH:4][CH:3]=1. (2) The reactants are: Br[C:2]1[C:7]2[N:8]([CH3:12])[C:9](=[O:11])[NH:10][C:6]=2[CH:5]=[CH:4][CH:3]=1.[CH2:13]([C:15]1[CH:20]=[CH:19][CH:18]=[CH:17][C:16]=1B(O)O)[CH3:14].P([O-])([O-])([O-])=O.[K+].[K+].[K+]. Given the product [CH2:13]([C:15]1[CH:20]=[CH:19][CH:18]=[CH:17][C:16]=1[C:2]1[C:7]2[N:8]([CH3:12])[C:9](=[O:11])[NH:10][C:6]=2[CH:5]=[CH:4][CH:3]=1)[CH3:14], predict the reactants needed to synthesize it. (3) Given the product [ClH:34].[Br:16][C:17]1[CH:18]=[CH:19][C:20]([N:23]([CH2:24][C:25]2[CH:30]=[CH:29][C:28]([N:31]([CH3:33])[CH3:32])=[CH:27][CH:26]=2)[C:13]([CH:10]2[C:11]3[C:6](=[CH:5][CH:4]=[C:3]([O:2][CH3:1])[CH:12]=3)[CH2:7][CH2:8][CH2:9]2)=[O:15])=[CH:21][CH:22]=1, predict the reactants needed to synthesize it. The reactants are: [CH3:1][O:2][C:3]1[CH:12]=[C:11]2[C:6]([CH2:7][CH2:8][CH2:9][CH:10]2[C:13]([OH:15])=O)=[CH:5][CH:4]=1.[Br:16][C:17]1[CH:22]=[CH:21][C:20]([NH:23][CH2:24][C:25]2[CH:30]=[CH:29][C:28]([N:31]([CH3:33])[CH3:32])=[CH:27][CH:26]=2)=[CH:19][CH:18]=1.[ClH:34].C(OCC)(=O)C.